Dataset: Retrosynthesis with 50K atom-mapped reactions and 10 reaction types from USPTO. Task: Predict the reactants needed to synthesize the given product. The reactants are: C[C@H](O)C(=O)O.Nc1ccc([N+](=O)[O-])cc1N. Given the product C[C@H](O)c1nc2cc([N+](=O)[O-])ccc2[nH]1, predict the reactants needed to synthesize it.